From a dataset of Full USPTO retrosynthesis dataset with 1.9M reactions from patents (1976-2016). Predict the reactants needed to synthesize the given product. (1) Given the product [ClH:30].[Br:1][C:2]1[C:3]2[C:7]([CH:8]=[CH:9][C:10]=1[F:11])=[N:6][N:5]1[C:12]([CH:17]3[CH2:22][CH2:21][NH:20][CH2:19][CH2:18]3)=[CH:13][C:14](=[O:16])[NH:15][C:4]=21, predict the reactants needed to synthesize it. The reactants are: [Br:1][C:2]1[C:3]2[C:7]([CH:8]=[CH:9][C:10]=1[F:11])=[N:6][N:5]1[C:12]([CH:17]3[CH2:22][CH2:21][N:20](C(OC(C)(C)C)=O)[CH2:19][CH2:18]3)=[CH:13][C:14](=[O:16])[NH:15][C:4]=21.[ClH:30]. (2) Given the product [NH2:9][C:8]1[CH:7]=[CH:6][C:5]([CH2:4][CH2:3][CH2:2][NH:1][C:13]2[C:14]3[C:21]([C:22]4[CH:27]=[CH:26][C:25]([F:28])=[CH:24][CH:23]=4)=[CH:20][S:19][C:15]=3[N:16]=[CH:17][N:18]=2)=[CH:11][CH:10]=1, predict the reactants needed to synthesize it. The reactants are: [NH2:1][CH2:2][CH2:3][CH2:4][C:5]1[CH:11]=[CH:10][C:8]([NH2:9])=[CH:7][CH:6]=1.Cl[C:13]1[C:14]2[C:21]([C:22]3[CH:27]=[CH:26][C:25]([F:28])=[CH:24][CH:23]=3)=[CH:20][S:19][C:15]=2[N:16]=[CH:17][N:18]=1.C(=O)([O-])[O-].[K+].[K+]. (3) Given the product [C:12]([O:16][C:17]([N:3]1[CH2:8][CH2:7][C:6](=[O:9])[CH2:5][CH2:4]1)=[O:18])([CH3:15])([CH3:14])[CH3:13], predict the reactants needed to synthesize it. The reactants are: Cl.O.[NH:3]1[CH2:8][CH2:7][C:6](=[O:9])[CH2:5][CH2:4]1.[OH-].[Na+].[C:12]([O:16][C:17](=O)[O:18]C(C)(C)C)([CH3:15])([CH3:14])[CH3:13]. (4) Given the product [CH3:1][N:2]([CH3:12])[C:3]1[N:8]=[CH:7][C:6]([C:14]2[CH:15]=[C:16]3[C:20](=[C:21]([C:23]([NH2:25])=[O:24])[CH:22]=2)[NH:19][CH:18]=[C:17]3[CH:26]2[CH2:27][CH2:28][S:29](=[O:32])(=[O:33])[CH2:30][CH2:31]2)=[CH:5][CH:4]=1, predict the reactants needed to synthesize it. The reactants are: [CH3:1][N:2]([CH3:12])[C:3]1[N:8]=[CH:7][C:6](B(O)O)=[CH:5][CH:4]=1.Br[C:14]1[CH:15]=[C:16]2[C:20](=[C:21]([C:23]([NH2:25])=[O:24])[CH:22]=1)[NH:19][CH:18]=[C:17]2[CH:26]1[CH2:31][CH2:30][S:29](=[O:33])(=[O:32])[CH2:28][CH2:27]1.C(=O)([O-])[O-].[K+].[K+]. (5) Given the product [F:10][C:11]1[CH:12]=[C:13]([C:6]([C:13]2[CH:12]=[C:11]([F:10])[CH:16]=[C:15]([F:17])[CH:14]=2)([C:4]2[N:3]=[CH:2][NH:1][CH:5]=2)[OH:8])[CH:14]=[C:15]([F:17])[CH:16]=1, predict the reactants needed to synthesize it. The reactants are: [NH:1]1[CH:5]=[C:4]([C:6]([O:8]C)=O)[N:3]=[CH:2]1.[F:10][C:11]1[CH:12]=[C:13]([Mg]Br)[CH:14]=[C:15]([F:17])[CH:16]=1. (6) Given the product [C:17]([C:16]1[CH:19]=[CH:20][C:21]([O:22][CH3:23])=[C:14]([NH:11][C:12]([NH:37][C:38]2[CH:46]=[CH:45][CH:44]=[C:43]3[C:39]=2[CH:40]=[N:41][N:42]3[CH3:47])=[S:13])[CH:15]=1)#[N:18], predict the reactants needed to synthesize it. The reactants are: N1C2C(=C(N)C=CC=2)C=N1.[N:11]([C:14]1[CH:15]=[C:16]([CH:19]=[CH:20][C:21]=1[O:22][CH3:23])[C:17]#[N:18])=[C:12]=[S:13].CS(C1C=CC(OC)=C(NC([NH:37][C:38]2[CH:46]=[CH:45][CH:44]=[C:43]3[C:39]=2[CH:40]=[N:41][N:42]3[CH3:47])=S)C=1)(=O)=O. (7) The reactants are: C(OC([N:8]1[CH2:13][CH2:12][CH:11]([N:14]2[CH2:18][CH2:17][CH2:16][C@@H:15]2[CH2:19][OH:20])[CH2:10][CH2:9]1)=O)(C)(C)C.[ClH:21]. Given the product [ClH:21].[ClH:21].[NH:8]1[CH2:9][CH2:10][CH:11]([N:14]2[CH2:18][CH2:17][CH2:16][C@@H:15]2[CH2:19][OH:20])[CH2:12][CH2:13]1, predict the reactants needed to synthesize it. (8) Given the product [S:12]1[C:3]2[C:4]([C:5]([O:7][CH3:8])=[O:6])=[CH:9][CH:10]=[CH:11][C:2]=2[N:1]=[N:25]1, predict the reactants needed to synthesize it. The reactants are: [NH2:1][C:2]1[C:3]([S:12]CC2C=CC=CC=2)=[C:4]([CH:9]=[CH:10][CH:11]=1)[C:5]([O:7][CH3:8])=[O:6].C(O)(=O)C.Cl.[N:25]([O-])=O.[Na+]. (9) Given the product [Cl:35][C:28]1[C:29]([O:33][CH3:34])=[CH:30][CH:31]=[C:32]2[C:27]=1[N:26]=[C:25]([C:36]1[S:37][CH:38]=[C:39]([CH:41]3[CH2:43][CH2:42]3)[N:40]=1)[CH:24]=[C:23]2[O:22][C@H:20]1[CH2:19][N:16]2[C:17](=[O:18])[C@@H:3]([NH:2][C:58]([N:57]([CH2:61][CH3:62])[CH2:55][CH3:56])=[O:59])[CH2:4][CH2:5][CH2:6][CH2:7][CH2:8][CH:9]=[CH:10][C@@H:11]3[CH2:45][C@@:12]3([C:46]([NH:48][S:49]([CH:52]3[CH2:53][CH2:54]3)(=[O:50])=[O:51])=[O:47])[NH:13][C:14](=[O:44])[C@@H:15]2[CH2:21]1, predict the reactants needed to synthesize it. The reactants are: Cl.[NH2:2][C@@H:3]1[C:17](=[O:18])[N:16]2[CH2:19][C@H:20]([O:22][C:23]3[C:32]4[C:27](=[C:28]([Cl:35])[C:29]([O:33][CH3:34])=[CH:30][CH:31]=4)[N:26]=[C:25]([C:36]4[S:37][CH:38]=[C:39]([CH:41]5[CH2:43][CH2:42]5)[N:40]=4)[CH:24]=3)[CH2:21][C@H:15]2[C:14](=[O:44])[NH:13][C@:12]2([C:46]([NH:48][S:49]([CH:52]3[CH2:54][CH2:53]3)(=[O:51])=[O:50])=[O:47])[CH2:45][C@H:11]2[CH:10]=[CH:9][CH2:8][CH2:7][CH2:6][CH2:5][CH2:4]1.[CH2:55]([N:57]([CH2:61][CH3:62])[C:58](Cl)=[O:59])[CH3:56].